Dataset: Forward reaction prediction with 1.9M reactions from USPTO patents (1976-2016). Task: Predict the product of the given reaction. (1) The product is: [C:1]([C:4]1[CH:5]=[C:6]([C:14]2[N:15]=[C:16]([CH2:19][CH2:20][C:21]([OH:23])=[O:22])[O:17][CH:18]=2)[CH:7]=[C:8]([C:10]([F:13])([F:11])[F:12])[CH:9]=1)(=[O:3])[CH3:2]. Given the reactants [C:1]([C:4]1[CH:5]=[C:6]([C:14]2[N:15]=[C:16]([CH2:19][CH2:20][C:21]([O:23]C)=[O:22])[O:17][CH:18]=2)[CH:7]=[C:8]([C:10]([F:13])([F:12])[F:11])[CH:9]=1)(=[O:3])[CH3:2].ClC1C=C(C2N=C(CCC(O)=O)OC=2)C=C(C(F)(F)F)C=1, predict the reaction product. (2) Given the reactants [CH3:1][O:2][C:3](=[O:18])[CH:4]([C:9](=[O:17])[C:10]1[CH:15]=[CH:14][CH:13]=[C:12]([Br:16])[CH:11]=1)/[C:5](=[N:7]/C)/[CH3:6].Cl.NO, predict the reaction product. The product is: [CH3:1][O:2][C:3]([C:4]1[C:5]([CH3:6])=[N:7][O:17][C:9]=1[C:10]1[CH:15]=[CH:14][CH:13]=[C:12]([Br:16])[CH:11]=1)=[O:18]. (3) Given the reactants Br[C:2]1[C:3]([N:8]2[C:12]([CH2:13][C:14]3[N:19]=[CH:18][NH:17][C:16](=[O:20])[C:15]=3[CH2:21][CH2:22][CH3:23])=[CH:11][CH:10]=[N:9]2)=[N:4][CH:5]=[CH:6][CH:7]=1.[CH3:24][N:25](C=O)C, predict the reaction product. The product is: [O:20]=[C:16]1[NH:17][CH:18]=[N:19][C:14]([CH2:13][C:12]2[N:8]([C:3]3[N:4]=[CH:5][CH:6]=[CH:7][C:2]=3[C:24]#[N:25])[N:9]=[CH:10][CH:11]=2)=[C:15]1[CH2:21][CH2:22][CH3:23]. (4) Given the reactants [C:1]1([C@@H:7]([NH2:9])[CH3:8])[CH:6]=[CH:5][CH:4]=[CH:3][CH:2]=1.[C:10]([O:14][CH2:15][CH3:16])(=[O:13])[CH:11]=O, predict the reaction product. The product is: [C:1]1([C@H:7](/[N:9]=[CH:11]\[C:10]([O:14][CH2:15][CH3:16])=[O:13])[CH3:8])[CH:6]=[CH:5][CH:4]=[CH:3][CH:2]=1. (5) Given the reactants [F:1][C:2]1[C:7]([F:8])=[C:6]([O:9][CH2:10][C@H:11]2[CH2:16][CH2:15][C@H:14]([CH2:17][CH2:18][CH2:19][CH2:20][CH3:21])[CH2:13][CH2:12]2)[CH:5]=[CH:4][CH:3]=1.C([Li])(CC)C.[B:27](OC)([O:30]C)[O:28]C.Cl, predict the reaction product. The product is: [F:1][C:2]1[C:7]([F:8])=[C:6]([O:9][CH2:10][C@H:11]2[CH2:16][CH2:15][C@H:14]([CH2:17][CH2:18][CH2:19][CH2:20][CH3:21])[CH2:13][CH2:12]2)[CH:5]=[CH:4][C:3]=1[B:27]([OH:30])[OH:28]. (6) The product is: [C:30]([C:2]1[CH:7]=[CH:6][CH:5]=[CH:4][C:3]=1[N:8]1[C:13](=[O:14])[N:12]([C:15]2[CH:20]=[CH:19][CH:18]=[CH:17][C:16]=2[O:21][CH3:22])[CH2:11][C:10]([C:23]2[CH:28]=[CH:27][CH:26]=[CH:25][N:24]=2)=[N:9]1)#[N:31]. Given the reactants Br[C:2]1[CH:7]=[CH:6][CH:5]=[CH:4][C:3]=1[N:8]1[C:13](=[O:14])[N:12]([C:15]2[CH:20]=[CH:19][CH:18]=[CH:17][C:16]=2[O:21][CH3:22])[CH2:11][C:10]([C:23]2[CH:28]=[CH:27][CH:26]=[CH:25][N:24]=2)=[N:9]1.[Cu](C#N)[C:30]#[N:31], predict the reaction product. (7) The product is: [CH3:12][C@H:11]1[C:13](=[O:15])[O:14][S:21](=[O:22])[N:10]1[C@@H:4]([CH2:3][CH2:2][CH3:1])[C:5]([O:7][CH2:8][CH3:9])=[O:6]. Given the reactants [CH3:1][CH2:2][CH2:3][C@H:4]([NH:10][C@H:11]([C:13]([OH:15])=[O:14])[CH3:12])[C:5]([O:7][CH2:8][CH3:9])=[O:6].N1([S:21](Cl)=[O:22])C=CN=C1, predict the reaction product.